From a dataset of Forward reaction prediction with 1.9M reactions from USPTO patents (1976-2016). Predict the product of the given reaction. Given the reactants [CH3:1][O:2][C:3]([CH:5]([CH:12]1[NH:17][CH2:16][CH2:15][CH2:14][CH2:13]1)[C:6]1[CH:7]=[CH:8][CH:9]=[CH:10][CH:11]=1)=[O:4].OC1O[C@H](CO)[C@@H](O[C@@H]2O[C@H](CO)[C@H](O)[C@H](O)[C@H]2O)[C@H](O)[C@H]1O.C(O)[C@H]1O[C@H](O[C@]2(CO)O[C@H](CO)[C@@H](O)[C@@H]2O)[C@H](O)[C@@H](O)[C@@H]1O, predict the reaction product. The product is: [CH3:1][O:2][C:3]([C@H:5]([C:6]1[CH:11]=[CH:10][CH:9]=[CH:8][CH:7]=1)[C@@H:12]1[NH:17][CH2:16][CH2:15][CH2:14][CH2:13]1)=[O:4].